Dataset: Full USPTO retrosynthesis dataset with 1.9M reactions from patents (1976-2016). Task: Predict the reactants needed to synthesize the given product. (1) Given the product [F:11][C:12]([F:17])([F:16])[C:13]1[NH:14][C:7](=[O:9])[C:3]2[S:4][CH:5]=[CH:6][C:2]=2[N:1]=1, predict the reactants needed to synthesize it. The reactants are: [NH2:1][C:2]1[CH:6]=[CH:5][S:4][C:3]=1[C:7]([O:9]C)=O.[F:11][C:12]([F:17])([F:16])[C:13](N)=[NH:14].FC(F)(F)C(O)=O. (2) The reactants are: [F:1][C:2]1[CH:7]=[CH:6][CH:5]=[CH:4][C:3]=1[S:8]([C:11]1[N:12]=[N:13][C:14]([O:17]C)=[CH:15][CH:16]=1)(=[O:10])=[O:9].Cl.[OH-].[Na+]. Given the product [F:1][C:2]1[CH:7]=[CH:6][CH:5]=[CH:4][C:3]=1[S:8]([C:11]1[CH:16]=[CH:15][C:14](=[O:17])[NH:13][N:12]=1)(=[O:9])=[O:10], predict the reactants needed to synthesize it. (3) The reactants are: [C:1]1([S:7]([N:10]2[C:14]3[C:15]([Cl:23])=[N:16][C:17]([N+:20]([O-:22])=[O:21])=[C:18]([OH:19])[C:13]=3[CH:12]=[CH:11]2)(=[O:9])=[O:8])[CH:6]=[CH:5][CH:4]=[CH:3][CH:2]=1.C1C=CC(P(C2C=CC=CC=2)C2C=CC=CC=2)=CC=1.[Cl:43][C:44]1[C:49]([F:50])=[CH:48][CH:47]=[C:46]([Cl:51])[C:45]=1[C@@H:52](O)[CH3:53].CC(OC(/N=N/C(OC(C)C)=O)=O)C. Given the product [C:1]1([S:7]([N:10]2[C:14]3=[C:15]([Cl:23])[N:16]=[C:17]([N+:20]([O-:22])=[O:21])[C:18]([O:19][C@@H:52]([C:45]4[C:46]([Cl:51])=[CH:47][CH:48]=[C:49]([F:50])[C:44]=4[Cl:43])[CH3:53])=[C:13]3[CH:12]=[CH:11]2)(=[O:8])=[O:9])[CH:2]=[CH:3][CH:4]=[CH:5][CH:6]=1, predict the reactants needed to synthesize it. (4) Given the product [C:4]1([C:3]([C:10]2[CH:15]=[CH:14][CH:13]=[CH:12][CH:11]=2)=[C:2]([P:28]([C:35]2[CH:36]=[CH:37][CH:38]=[CH:39][CH:40]=2)[C:29]2[CH:34]=[CH:33][CH:32]=[CH:31][CH:30]=2)[CH3:16])[CH:9]=[CH:8][CH:7]=[CH:6][CH:5]=1, predict the reactants needed to synthesize it. The reactants are: Br[C:2]([CH3:16])=[C:3]([C:10]1[CH:15]=[CH:14][CH:13]=[CH:12][CH:11]=1)[C:4]1[CH:9]=[CH:8][CH:7]=[CH:6][CH:5]=1.C1COCC1.C([Li])CCC.Cl[P:28]([C:35]1[CH:40]=[CH:39][CH:38]=[CH:37][CH:36]=1)[C:29]1[CH:34]=[CH:33][CH:32]=[CH:31][CH:30]=1. (5) The reactants are: [CH3:1][S:2]([C:5]1[N:10]=[N:9][C:8]([N:11]2[CH2:14][C:13]3([CH2:19][CH2:18][NH:17][CH2:16][CH2:15]3)[CH2:12]2)=[CH:7][CH:6]=1)(=[O:4])=[O:3].[CH3:20][C:21]1[C:29]([C@@H:30]2[CH2:32][O:31]2)=[CH:28][CH:27]=[C:26]2[C:22]=1[CH2:23][O:24][C:25]2=[O:33]. Given the product [OH:31][C@H:30]([C:29]1[C:21]([CH3:20])=[C:22]2[C:26](=[CH:27][CH:28]=1)[C:25](=[O:33])[O:24][CH2:23]2)[CH2:32][N:17]1[CH2:18][CH2:19][C:13]2([CH2:12][N:11]([C:8]3[N:9]=[N:10][C:5]([S:2]([CH3:1])(=[O:3])=[O:4])=[CH:6][CH:7]=3)[CH2:14]2)[CH2:15][CH2:16]1, predict the reactants needed to synthesize it. (6) The reactants are: C(Cl)(=O)C(Cl)=O.[C:7]([C:10]1[CH:11]=[CH:12][C:13]([O:19][CH2:20][CH2:21][CH3:22])=[C:14]([CH:18]=1)[C:15]([OH:17])=O)(=[O:9])[CH3:8].C(N(CC)CC)C.[NH2:30][C:31]1[C:32]([CH2:39][CH3:40])=[N:33][NH:34][C:35]=1[C:36]([NH2:38])=[O:37]. Given the product [C:7]([C:10]1[CH:11]=[CH:12][C:13]([O:19][CH2:20][CH2:21][CH3:22])=[C:14]([CH:18]=1)[C:15]([NH:30][C:31]1[C:35]([C:36]([NH2:38])=[O:37])=[N:34][NH:33][C:32]=1[CH2:39][CH3:40])=[O:17])(=[O:9])[CH3:8], predict the reactants needed to synthesize it. (7) Given the product [F:1][C:2]([F:15])([C:8]1[CH:13]=[CH:12][CH:11]=[C:10]([CH3:14])[CH:9]=1)[CH2:3][OH:4], predict the reactants needed to synthesize it. The reactants are: [F:1][C:2]([F:15])([C:8]1[CH:13]=[CH:12][CH:11]=[C:10]([CH3:14])[CH:9]=1)[C:3](OCC)=[O:4].FC(F)(CCC1C=CC=CC=1)CO. (8) Given the product [Cl:22][C:16]1[CH:17]=[C:18]([F:21])[CH:19]=[CH:20][C:15]=1[CH:5]1[N:6]=[C:7]([C:9]2[CH:14]=[N:13][CH:12]=[CH:11][N:10]=2)[NH:8][C:3]([CH2:2][N:29]2[CH2:34][CH2:33][O:32][CH:31]([CH2:35][C:36]([OH:38])=[O:37])[CH2:30]2)=[C:4]1[C:23]([O:25][CH2:26][CH3:27])=[O:24], predict the reactants needed to synthesize it. The reactants are: Br[CH2:2][C:3]1[NH:8][C:7]([C:9]2[CH:14]=[N:13][CH:12]=[CH:11][N:10]=2)=[N:6][CH:5]([C:15]2[CH:20]=[CH:19][C:18]([F:21])=[CH:17][C:16]=2[Cl:22])[C:4]=1[C:23]([O:25][CH2:26][CH3:27])=[O:24].Cl.[NH:29]1[CH2:34][CH2:33][O:32][CH:31]([CH2:35][C:36]([OH:38])=[O:37])[CH2:30]1. (9) Given the product [NH2:26][C:23]1[CH:24]=[CH:25][C:20]([C:17]2[NH:16][C:15](=[O:29])[C:14]3=[C:13]([CH2:30][CH3:31])[N:12]=[C:11]([C@H:8]4[CH2:9][CH2:10][C@@H:5]([C:1]([CH3:3])([CH3:2])[CH3:4])[CH2:6][CH2:7]4)[N:19]3[N:18]=2)=[CH:21][CH:22]=1, predict the reactants needed to synthesize it. The reactants are: [C:1]([C@@H:5]1[CH2:10][CH2:9][C@H:8]([C:11]2[N:19]3[C:14]([C:15](=[O:29])[NH:16][C:17]([C:20]4[CH:25]=[CH:24][C:23]([N+:26]([O-])=O)=[CH:22][CH:21]=4)=[N:18]3)=[C:13]([CH2:30][CH3:31])[N:12]=2)[CH2:7][CH2:6]1)([CH3:4])([CH3:3])[CH3:2].[H][H]. (10) The reactants are: [I:1][C:2]1[CH:10]=[CH:9][CH:8]=[CH:7][C:3]=1[C:4]([OH:6])=O.C1C=CC2N(O)N=NC=2C=1.CCN=C=NCCCN(C)C.Cl.C(N(CC)CC)C.[CH3:40][O:41][C:42](=[O:52])[CH:43]([NH2:51])[C:44]1[CH:49]=[CH:48][CH:47]=[CH:46][C:45]=1[I:50]. Given the product [CH3:40][O:41][C:42](=[O:52])[CH:43]([NH:51][C:4](=[O:6])[C:3]1[CH:7]=[CH:8][CH:9]=[CH:10][C:2]=1[I:1])[C:44]1[CH:49]=[CH:48][CH:47]=[CH:46][C:45]=1[I:50], predict the reactants needed to synthesize it.